Dataset: Catalyst prediction with 721,799 reactions and 888 catalyst types from USPTO. Task: Predict which catalyst facilitates the given reaction. (1) Reactant: [F:1][C:2]1[CH:7]=[CH:6][C:5]([C:8]2[CH:16]=[CH:15][CH:14]=[C:13]3[C:9]=2[CH2:10][C:11](=[O:17])[NH:12]3)=[CH:4][CH:3]=1.[N:18]1([CH2:23][CH2:24][CH2:25][NH:26][C:27]([C:29]2[CH:33]=[C:32]([CH3:34])[NH:31][C:30]=2[CH:35]=O)=[O:28])[CH2:22][CH2:21][CH2:20][CH2:19]1. Product: [N:18]1([CH2:23][CH2:24][CH2:25][NH:26][C:27]([C:29]2[CH:33]=[C:32]([CH3:34])[NH:31][C:30]=2[CH:35]=[C:10]2[C:9]3[C:13](=[CH:14][CH:15]=[CH:16][C:8]=3[C:5]3[CH:4]=[CH:3][C:2]([F:1])=[CH:7][CH:6]=3)[NH:12][C:11]2=[O:17])=[O:28])[CH2:22][CH2:21][CH2:20][CH2:19]1. The catalyst class is: 360. (2) Product: [CH3:34][N:35]1[C:39]([CH3:40])=[CH:38][C:37]([C:41]([CH:15]2[CH2:14][CH2:13][CH2:12][C:11]3[CH:18]=[C:7]([N:6]4[CH2:5][C@H:4]([CH2:19][NH:20][C:21](=[O:23])[CH3:22])[O:3][C:2]4=[O:1])[CH:8]=[CH:9][C:10]=3[C:16]2=[O:17])=[O:42])=[N:36]1. The catalyst class is: 1. Reactant: [O:1]=[C:2]1[N:6]([C:7]2[CH:8]=[CH:9][C:10]3[C:16](=[O:17])[CH2:15][CH2:14][CH2:13][CH2:12][C:11]=3[CH:18]=2)[CH2:5][C@H:4]([CH2:19][NH:20][C:21](=[O:23])[CH3:22])[O:3]1.[Li+].C[Si]([N-][Si](C)(C)C)(C)C.[CH3:34][N:35]1[C:39]([CH3:40])=[CH:38][C:37]([C:41](Cl)=[O:42])=[N:36]1. (3) Reactant: [CH3:1][C@H:2]1[CH2:8][N:7]([C:9]2[CH:14]=[CH:13][CH:12]=[CH:11][CH:10]=2)[CH2:6][C:5]2[CH:15]=[CH:16][C:17]([C:19]([O:21]C)=O)=[CH:18][C:4]=2[O:3]1.[OH-:23].[Na+].[NH2:25]O. Product: [OH:23][NH:25][C:19]([C:17]1[CH:16]=[CH:15][C:5]2[CH2:6][N:7]([C:9]3[CH:14]=[CH:13][CH:12]=[CH:11][CH:10]=3)[CH2:8][C@H:2]([CH3:1])[O:3][C:4]=2[CH:18]=1)=[O:21]. The catalyst class is: 36. (4) Reactant: [CH:1]1([S:4]([C:7]2[CH:12]=[CH:11][C:10]([CH:13]([NH:19][C:20]3[CH:25]=[CH:24][C:23]([F:26])=[CH:22][C:21]=3[F:27])[C:14]([O:16]CC)=[O:15])=[CH:9][CH:8]=2)(=[O:6])=[O:5])[CH2:3][CH2:2]1.[OH-].[Li+].C1COCC1.CO. Product: [CH:1]1([S:4]([C:7]2[CH:8]=[CH:9][C:10]([CH:13]([NH:19][C:20]3[CH:25]=[CH:24][C:23]([F:26])=[CH:22][C:21]=3[F:27])[C:14]([OH:16])=[O:15])=[CH:11][CH:12]=2)(=[O:5])=[O:6])[CH2:2][CH2:3]1. The catalyst class is: 6. (5) Reactant: [C:1]1([C:7]2[C:8]([NH2:13])=[N:9][NH:10][C:11]=2[NH2:12])[CH:6]=[CH:5][CH:4]=[CH:3][CH:2]=1.[Cl:14][C:15]1[CH:20]=[CH:19][C:18]([C:21](=O)[CH2:22][C:23](OC)=[O:24])=[CH:17][CH:16]=1.CC1C=CC(S(O)(=O)=O)=CC=1. Product: [NH2:13][C:8]1[C:7]([C:1]2[CH:2]=[CH:3][CH:4]=[CH:5][CH:6]=2)=[C:11]2[NH:12][C:21]([C:18]3[CH:17]=[CH:16][C:15]([Cl:14])=[CH:20][CH:19]=3)=[CH:22][C:23](=[O:24])[N:10]2[N:9]=1. The catalyst class is: 11.